Dataset: Forward reaction prediction with 1.9M reactions from USPTO patents (1976-2016). Task: Predict the product of the given reaction. (1) Given the reactants P(OP(O)(O)=O)(O)(O)=O.O.[Cl:11][C:12]1[CH:13]=[CH:14][C:15]([O:25][C:26]2[CH:31]=[CH:30][CH:29]=[CH:28][CH:27]=2)=[C:16]([C:18](=[CH:23]O)[C:19]([O:21][CH3:22])=[O:20])[CH:17]=1, predict the reaction product. The product is: [Cl:11][C:12]1[CH:13]=[CH:14][C:15]2[O:25][C:26]3[CH:31]=[CH:30][CH:29]=[CH:28][C:27]=3[CH:23]=[C:18]([C:19]([O:21][CH3:22])=[O:20])[C:16]=2[CH:17]=1. (2) Given the reactants [CH3:1][Mg]Br.[CH3:4][Si:5]([CH3:14])([CH3:13])[C:6]#[C:7][CH2:8][CH2:9][C:10](=[O:12])[CH3:11], predict the reaction product. The product is: [CH3:11][C:10]([OH:12])([CH2:9][CH2:8][C:7]#[C:6][Si:5]([CH3:4])([CH3:13])[CH3:14])[CH3:1].